Dataset: Forward reaction prediction with 1.9M reactions from USPTO patents (1976-2016). Task: Predict the product of the given reaction. (1) Given the reactants Cl.Cl.[NH2:3][CH:4]1[CH2:13][C:12]2[C:7](=[C:8]([NH2:14])[CH:9]=[CH:10][CH:11]=2)[NH:6][C:5]1=[O:15].O.[C:17]([O:21][C:22]([NH:24][C@@H:25]([C:30](O)=[O:31])[CH2:26][CH:27]([CH3:29])[CH3:28])=[O:23])([CH3:20])([CH3:19])[CH3:18].ON1C2C=CC=CC=2N=N1.Cl.C(N=C=NCCCN(C)C)C.C(=O)(O)[O-].[Na+], predict the reaction product. The product is: [NH2:14][C:8]1[CH:9]=[CH:10][CH:11]=[C:12]2[C:7]=1[NH:6][C:5](=[O:15])[CH:4]([NH:3][C:30](=[O:31])[C@H:25]([NH:24][C:22](=[O:23])[O:21][C:17]([CH3:20])([CH3:19])[CH3:18])[CH2:26][CH:27]([CH3:29])[CH3:28])[CH2:13]2. (2) Given the reactants [Br:1][C:2]1[CH:7]=[CH:6][C:5]([C:8]([OH:11])([CH3:10])[CH3:9])=[C:4]([Cl:12])[CH:3]=1.[H-].[Na+].[CH3:15]I.O, predict the reaction product. The product is: [Br:1][C:2]1[CH:7]=[CH:6][C:5]([C:8]([O:11][CH3:15])([CH3:10])[CH3:9])=[C:4]([Cl:12])[CH:3]=1. (3) Given the reactants [CH2:1]1[C:4]2([CH2:9][CH2:8][NH:7][CH2:6][CH2:5]2)[CH2:3][N:2]1[C:10]1[CH:17]=[CH:16][C:13]([C:14]#[N:15])=[CH:12][N:11]=1.[CH3:18][C@H:19]1[CH2:28][C:27]2[C:22](=[CH:23][CH:24]=[C:25]([CH:29]3[CH2:31][O:30]3)[CH:26]=2)[C:21](=[O:32])[O:20]1, predict the reaction product. The product is: [OH:30][CH:29]([C:25]1[CH:26]=[C:27]2[C:22](=[CH:23][CH:24]=1)[C:21](=[O:32])[O:20][C@@H:19]([CH3:18])[CH2:28]2)[CH2:31][N:7]1[CH2:8][CH2:9][C:4]2([CH2:3][N:2]([C:10]3[CH:17]=[CH:16][C:13]([C:14]#[N:15])=[CH:12][N:11]=3)[CH2:1]2)[CH2:5][CH2:6]1. (4) The product is: [CH2:1]([C:11]1[CH:12]=[C:13]2[C:18](=[CH:19][CH:20]=1)[CH:17]=[C:16]([OH:21])[C:15]([S:23][CH3:24])=[CH:14]2)[CH2:2][CH2:3][CH2:4][CH2:5][CH2:6][CH2:7][CH2:8][CH2:9][CH3:10]. Given the reactants [CH2:1]([C:11]1[CH:12]=[C:13]2[C:18](=[CH:19][CH:20]=1)[CH:17]=[C:16]([O:21]C)[C:15]([S:23][CH3:24])=[CH:14]2)[CH2:2][CH2:3][CH2:4][CH2:5][CH2:6][CH2:7][CH2:8][CH2:9][CH3:10].B(Br)(Br)Br, predict the reaction product. (5) Given the reactants [NH:1]1[CH:5]=[CH:4][CH:3]=[N:2]1.[H-].[Na+].Br[C:9]1[N:13]2[CH2:14][CH2:15][N:16]([C:18]([O:20][C:21]([CH3:24])([CH3:23])[CH3:22])=[O:19])[CH2:17][C:12]2=[N:11][N:10]=1, predict the reaction product. The product is: [N:1]1([C:9]2[N:13]3[CH2:14][CH2:15][N:16]([C:18]([O:20][C:21]([CH3:24])([CH3:23])[CH3:22])=[O:19])[CH2:17][C:12]3=[N:11][N:10]=2)[CH:5]=[CH:4][CH:3]=[N:2]1. (6) Given the reactants [C:1]([OH:14])(=O)[CH2:2][CH2:3][CH2:4][CH2:5][CH2:6][CH2:7][CH2:8][CH2:9][CH2:10][CH2:11][CH3:12].S(Cl)([Cl:17])=O.Cl.S(=O)=O, predict the reaction product. The product is: [C:1]([Cl:17])(=[O:14])[CH2:2][CH2:3][CH2:4][CH2:5][CH2:6][CH2:7][CH2:8][CH2:9][CH2:10][CH2:11][CH3:12].